From a dataset of Catalyst prediction with 721,799 reactions and 888 catalyst types from USPTO. Predict which catalyst facilitates the given reaction. (1) The catalyst class is: 4. Product: [CH:9]1([N:15]([C:4]([N:33]([CH2:34][CH3:35])[CH2:31][CH3:32])=[O:3])[CH:16]2[CH2:17][CH:18]3[N:23]([C:24]([O:26][C:27]([CH3:30])([CH3:29])[CH3:28])=[O:25])[CH:21]([CH2:20][CH2:19]3)[CH2:22]2)[CH2:10][CH2:11][CH2:12][CH2:13][CH2:14]1. Reactant: O=C(Cl)[O:3][C:4](Cl)(Cl)Cl.[CH:9]1([NH:15][CH:16]2[CH2:22][CH:21]3[N:23]([C:24]([O:26][C:27]([CH3:30])([CH3:29])[CH3:28])=[O:25])[CH:18]([CH2:19][CH2:20]3)[CH2:17]2)[CH2:14][CH2:13][CH2:12][CH2:11][CH2:10]1.[CH2:31]([N:33](CC)[CH2:34][CH3:35])[CH3:32].C(NCC)C. (2) Reactant: [C:1]1([C:13]2[CH:18]=[CH:17][CH:16]=[CH:15][CH:14]=2)[CH:6]=[CH:5][C:4]([NH:7][C:8](=[O:12])[C:9](Cl)=[O:10])=[CH:3][CH:2]=1.Cl.[N:20]1([C:26]([C:28]2[CH:33]=[C:32]([F:34])[C:31]([F:35])=[C:30]([F:36])[CH:29]=2)=[O:27])[CH2:25][CH2:24][NH:23][CH2:22][CH2:21]1.FC1C=C(C=C(F)C=1F)C(O)=O.CCN(C(C)C)C(C)C. Product: [C:1]1([C:13]2[CH:18]=[CH:17][CH:16]=[CH:15][CH:14]=2)[CH:6]=[CH:5][C:4]([NH:7][C:8](=[O:12])[C:9](=[O:10])[N:23]2[CH2:24][CH2:25][N:20]([C:26](=[O:27])[C:28]3[CH:33]=[C:32]([F:34])[C:31]([F:35])=[C:30]([F:36])[CH:29]=3)[CH2:21][CH2:22]2)=[CH:3][CH:2]=1. The catalyst class is: 2. (3) Reactant: Br[C:2]1[CH:3]=[C:4]([C:8]([NH:10][C@@H:11]([CH2:24][C:25]2[CH:30]=[CH:29][CH:28]=[CH:27][C:26]=2[C:31]([F:34])([F:33])[F:32])[CH2:12][N:13]2[C:21](=[O:22])[C:20]3[C:15](=[CH:16][CH:17]=[CH:18][CH:19]=3)[C:14]2=[O:23])=[O:9])[S:5][C:6]=1[Cl:7].C([O-])([O-])=O.[Na+].[Na+].[CH3:41][N:42]1[C:46](B2OC(C)(C)C(C)(C)O2)=[C:45]([CH3:56])[CH:44]=[N:43]1. Product: [Cl:7][C:6]1[S:5][C:4]([C:8]([NH:10][C@@H:11]([CH2:24][C:25]2[CH:30]=[CH:29][CH:28]=[CH:27][C:26]=2[C:31]([F:34])([F:33])[F:32])[CH2:12][N:13]2[C:21](=[O:22])[C:20]3[C:15](=[CH:16][CH:17]=[CH:18][CH:19]=3)[C:14]2=[O:23])=[O:9])=[CH:3][C:2]=1[C:46]1[N:42]([CH3:41])[N:43]=[CH:44][C:45]=1[CH3:56]. The catalyst class is: 450. (4) Product: [Cl:14][C:15]1[C:16]([CH2:25][CH2:26][NH:27][C:5](=[O:7])[C:4]2[CH:8]=[CH:9][CH:10]=[N:11][C:3]=2[C:2]([F:1])([F:13])[F:12])=[N:17][CH:18]=[C:19]([C:21]([F:24])([F:22])[F:23])[CH:20]=1. Reactant: [F:1][C:2]([F:13])([F:12])[C:3]1[N:11]=[CH:10][CH:9]=[CH:8][C:4]=1[C:5]([OH:7])=O.[Cl:14][C:15]1[C:16]([CH2:25][CH2:26][NH2:27])=[N:17][CH:18]=[C:19]([C:21]([F:24])([F:23])[F:22])[CH:20]=1.F[P-](F)(F)(F)(F)F.Br[P+](N1CCCC1)(N1CCCC1)N1CCCC1.C(N(CC)C(C)C)(C)C. The catalyst class is: 2. (5) Reactant: [N+:1]([C:4]1[CH:5]=[C:6]([CH:17]=[CH:18][CH:19]=1)[CH:7]=[N:8][C:9]1[CH:16]=[CH:15][C:12]([C:13]#[N:14])=[CH:11][CH:10]=1)([O-:3])=[O:2].O.[O-]S(C(F)(F)F)(=O)=O.[Yb+3].[O-]S(C(F)(F)F)(=O)=O.[O-]S(C(F)(F)F)(=O)=O.[CH:46](=[O:50])[CH:47]([CH3:49])[CH3:48].O. Product: [OH:50][CH:46]1[C:16]2[C:9](=[CH:10][CH:11]=[C:12]([C:13]#[N:14])[CH:15]=2)[NH:8][CH:7]([C:6]2[CH:17]=[CH:18][CH:19]=[C:4]([N+:1]([O-:3])=[O:2])[CH:5]=2)[C:47]1([CH3:49])[CH3:48]. The catalyst class is: 7. (6) Reactant: [Si]([O:8][CH2:9][CH2:10][NH:11][S:12]([C:15]1[CH:20]=[CH:19][C:18]([C:21]2[N:26]3[CH:27]=[C:28](/[CH:30]=[CH:31]/[C:32]4[CH:41]=[CH:40][C:39]5[C:34](=[CH:35][CH:36]=[CH:37][CH:38]=5)[N:33]=4)[N:29]=[C:25]3[C:24]([N:42]3[CH2:47][CH2:46][O:45][CH2:44][CH2:43]3)=[N:23][CH:22]=2)=[CH:17][CH:16]=1)(=[O:14])=[O:13])(C(C)(C)C)(C)C.CCCC[N+](CCCC)(CCCC)CCCC.[F-]. Product: [OH:8][CH2:9][CH2:10][NH:11][S:12]([C:15]1[CH:20]=[CH:19][C:18]([C:21]2[N:26]3[CH:27]=[C:28](/[CH:30]=[CH:31]/[C:32]4[CH:41]=[CH:40][C:39]5[C:34](=[CH:35][CH:36]=[CH:37][CH:38]=5)[N:33]=4)[N:29]=[C:25]3[C:24]([N:42]3[CH2:47][CH2:46][O:45][CH2:44][CH2:43]3)=[N:23][CH:22]=2)=[CH:17][CH:16]=1)(=[O:13])=[O:14]. The catalyst class is: 1. (7) Reactant: CN[CH2:3][C:4]1[CH:9]=[CH:8][CH:7]=[CH:6][CH:5]=1.[CH3:10][O:11][C:12]([CH2:14][C@@H:15]([CH2:35][CH:36]([CH3:38])[CH3:37])[C:16]([NH:18][CH:19]([C:23]1[CH:28]=[CH:27][C:26]([C:29]2[CH:34]=[CH:33][CH:32]=[CH:31][CH:30]=2)=[CH:25][CH:24]=1)[C:20]([OH:22])=[O:21])=[O:17])=[O:13].C(Cl)CCl.C1C=CC2N(O)N=NC=2C=1.CN1CCOCC1. Product: [CH3:37][CH:36]([CH3:38])[CH2:35][C@@H:15]([C:16](=[O:17])[NH:18][CH:19]([C:20]([O:22][CH2:3][C:4]1[CH:9]=[CH:8][CH:7]=[CH:6][CH:5]=1)=[O:21])[C:23]1[CH:24]=[CH:25][C:26]([C:29]2[CH:34]=[CH:33][CH:32]=[CH:31][CH:30]=2)=[CH:27][CH:28]=1)[CH2:14][C:12]([O:11][CH3:10])=[O:13]. The catalyst class is: 4.